Predict which catalyst facilitates the given reaction. From a dataset of Catalyst prediction with 721,799 reactions and 888 catalyst types from USPTO. (1) Reactant: [Cl:1][C:2]1[CH:19]=[CH:18][CH:17]=[CH:16][C:3]=1[C:4]([C:6](=[CH:12][N:13](C)C)[C:7]([O:9][CH2:10][CH3:11])=[O:8])=O.Cl.[C:21]([NH:25]N)([CH3:24])([CH3:23])[CH3:22].C(O)C. Product: [C:21]([N:25]1[C:4]([C:3]2[CH:16]=[CH:17][CH:18]=[CH:19][C:2]=2[Cl:1])=[C:6]([C:7]([O:9][CH2:10][CH3:11])=[O:8])[CH:12]=[N:13]1)([CH3:24])([CH3:23])[CH3:22]. The catalyst class is: 6. (2) Reactant: [CH3:1][O:2][C:3]1[CH:16]=[CH:15][CH:14]=[C:13]2[C:4]=1[S:5][C:6]1[CH:7]=[CH:8][C:9]([N+:17]([O-])=O)=[CH:10][C:11]=1[CH2:12]2.O.O.Cl[Sn]Cl. Product: [CH3:1][O:2][C:3]1[CH:16]=[CH:15][CH:14]=[C:13]2[C:4]=1[S:5][C:6]1[CH:7]=[CH:8][C:9]([NH2:17])=[CH:10][C:11]=1[CH2:12]2. The catalyst class is: 13. (3) Product: [ClH:31].[Cl:31][C:23]1[CH:22]=[C:21]([C:19]2[O:18][N:17]=[C:16]([C:10]3[C:11]([CH3:15])=[C:12]4[C:7](=[CH:8][CH:9]=3)[CH2:6][N:5]([C:3](=[O:4])[CH2:2][NH:41][CH2:40][CH2:38][OH:39])[CH2:14][CH2:13]4)[N:20]=2)[CH:26]=[CH:25][C:24]=1[O:27][CH:28]([CH3:29])[CH3:30]. The catalyst class is: 10. Reactant: Br[CH2:2][C:3]([N:5]1[CH2:14][CH2:13][C:12]2[C:7](=[CH:8][CH:9]=[C:10]([C:16]3[N:20]=[C:19]([C:21]4[CH:26]=[CH:25][C:24]([O:27][CH:28]([CH3:30])[CH3:29])=[C:23]([Cl:31])[CH:22]=4)[O:18][N:17]=3)[C:11]=2[CH3:15])[CH2:6]1)=[O:4].C(=O)([O-])[O-].[K+].[K+].[CH2:38]([CH2:40][NH2:41])[OH:39]. (4) Reactant: [F:1][C:2]1[CH:3]=[C:4]([CH:12]=[C:13]([F:15])[CH:14]=1)[O:5][CH2:6]N1CCCC1.[O:16]1[CH2:20]CCC1.[CH2:21]([Li])[CH2:22][CH2:23][CH3:24].[CH3:26][N:27](C)CCN(C)C. Product: [F:15][C:13]1[CH:12]=[C:4]([O:5][CH2:6][CH2:26][N:27]2[CH2:24][CH2:23][CH2:22][CH2:21]2)[CH:3]=[C:2]([F:1])[C:14]=1[CH:20]=[O:16]. The catalyst class is: 9. (5) Reactant: [CH3:1][CH:2]([CH3:18])[CH2:3][C@H:4]([NH2:17])[C:5]1[CH:10]=[CH:9][CH:8]=[CH:7][C:6]=1[N:11]1[CH2:16][CH2:15][CH2:14][CH2:13][CH2:12]1.[CH2:19]([O:21][C:22]1[CH:23]=[C:24]([CH2:33][C:34]([OH:36])=O)[CH:25]=[CH:26][C:27]=1[C:28]([O:30]CC)=O)[CH3:20].[C:37]1(B(O)O)[CH:42]=[CH:41][CH:40]=[CH:39][CH:38]=1. Product: [CH2:19]([O:21][C:22]1[CH:23]=[C:24]([CH2:33][C:34]([NH:17][C@H:4]([C:37]2[CH:42]=[CH:41][CH:40]=[CH:39][C:38]=2[N:11]2[CH2:12][CH2:13][CH2:14][CH2:15][CH2:16]2)[CH2:3][CH:2]([CH3:18])[CH3:1])=[O:36])[CH:25]=[CH:26][C:27]=1[C:28]([NH:17][C@H:4]([C:5]1[CH:10]=[CH:9][CH:8]=[CH:7][C:6]=1[N:11]1[CH2:16][CH2:15][CH2:14][CH2:13][CH2:12]1)[CH2:3][CH:2]([CH3:18])[CH3:1])=[O:30])[CH3:20]. The catalyst class is: 11. (6) Reactant: [Cl:1][C:2]1[S:6][C:5]([C:7]([NH:9][CH2:10][C:11]2[N:12]=[N:13][N:14]([C:16]3[CH:21]=[CH:20][C:19]([NH:22][CH3:23])=[CH:18][CH:17]=3)[CH:15]=2)=[O:8])=[CH:4][CH:3]=1.C(=O)([O-])[O-].[CH3:28][N:29]([CH3:34])[CH2:30][C:31](O)=[O:32].O=P(Cl)(Cl)Cl. Product: [Cl:1][C:2]1[S:6][C:5]([C:7]([NH:9][CH2:10][C:11]2[N:12]=[N:13][N:14]([C:16]3[CH:21]=[CH:20][C:19]([N:22]([CH3:23])[C:31](=[O:32])[CH2:30][N:29]([CH3:34])[CH3:28])=[CH:18][CH:17]=3)[CH:15]=2)=[O:8])=[CH:4][CH:3]=1. The catalyst class is: 5. (7) Reactant: C[O:2][C:3]1(OC)[CH2:8][CH2:7][N:6]([C:9]2[CH:28]=[CH:27][C:12]([O:13][CH2:14][C@@H:15]3[O:20][C:19]4=[N:21][C:22]([N+:24]([O-:26])=[O:25])=[CH:23][N:18]4[CH2:17][CH2:16]3)=[CH:11][CH:10]=2)[CH2:5][CH2:4]1.CC(C)=O.Cl. Product: [N+:24]([C:22]1[N:21]=[C:19]2[N:18]([CH:23]=1)[CH2:17][CH2:16][C@H:15]([CH2:14][O:13][C:12]1[CH:11]=[CH:10][C:9]([N:6]3[CH2:5][CH2:4][C:3](=[O:2])[CH2:8][CH2:7]3)=[CH:28][CH:27]=1)[O:20]2)([O-:26])=[O:25]. The catalyst class is: 6. (8) Reactant: C([Li])CCC.C(NC(C)C)(C)C.[Si:13]([O:30][CH2:31][C:32]1[C:33]([F:39])=[N:34][C:35]([F:38])=[CH:36][CH:37]=1)([C:26]([CH3:29])([CH3:28])[CH3:27])([C:20]1[CH:25]=[CH:24][CH:23]=[CH:22][CH:21]=1)[C:14]1[CH:19]=[CH:18][CH:17]=[CH:16][CH:15]=1.[C:40](=[O:42])=[O:41]. Product: [Si:13]([O:30][CH2:31][C:32]1[C:33]([F:39])=[N:34][C:35]([F:38])=[C:36]([CH:37]=1)[C:40]([OH:42])=[O:41])([C:26]([CH3:29])([CH3:28])[CH3:27])([C:14]1[CH:19]=[CH:18][CH:17]=[CH:16][CH:15]=1)[C:20]1[CH:25]=[CH:24][CH:23]=[CH:22][CH:21]=1. The catalyst class is: 1. (9) Reactant: [C:1]([NH:5][S:6]([CH2:9][O:10][C:11]1[CH:16]=[CH:15][C:14]([Cl:17])=[CH:13][C:12]=1[CH:18]=[C:19]1[C:27]2[C:22](=[CH:23][C:24]([Cl:28])=[CH:25][CH:26]=2)[NH:21][C:20]1=[O:29])(=[O:8])=[O:7])([CH3:4])([CH3:3])[CH3:2].[C:30]([O:34][C:35](O[C:35]([O:34][C:30]([CH3:33])([CH3:32])[CH3:31])=[O:36])=[O:36])([CH3:33])([CH3:32])[CH3:31]. Product: [C:30]([O:34][C:35]([N:21]1[C:22]2[C:27](=[CH:26][CH:25]=[C:24]([Cl:28])[CH:23]=2)/[C:19](=[CH:18]/[C:12]2[CH:13]=[C:14]([Cl:17])[CH:15]=[CH:16][C:11]=2[O:10][CH2:9][S:6](=[O:7])(=[O:8])[NH:5][C:1]([CH3:4])([CH3:2])[CH3:3])/[C:20]1=[O:29])=[O:36])([CH3:33])([CH3:32])[CH3:31]. The catalyst class is: 112.